Dataset: Full USPTO retrosynthesis dataset with 1.9M reactions from patents (1976-2016). Task: Predict the reactants needed to synthesize the given product. (1) Given the product [Cl:17][C:10]1[C:11]2[C:6](=[CH:5][C:4]([O:3][CH2:1][CH3:2])=[CH:13][CH:12]=2)[CH:7]=[CH:8][N:9]=1, predict the reactants needed to synthesize it. The reactants are: [CH2:1]([O:3][C:4]1[CH:5]=[C:6]2[C:11](=[CH:12][CH:13]=1)[C:10](=O)[NH:9][CH:8]=[CH:7]2)[CH3:2].O=P(Cl)(Cl)[Cl:17]. (2) Given the product [CH2:11]([C@H:18]1[CH2:19][N:20]([C:24]2[CH:29]=[CH:28][C:27]([O:30][CH3:31])=[C:26]([O:32][CH:33]([F:35])[F:34])[CH:25]=2)[CH2:21][CH2:22][N:23]1[C:8](=[O:10])[CH2:7][C:4]1[N:3]=[C:2]([CH3:1])[NH:6][N:5]=1)[C:12]1[CH:13]=[CH:14][CH:15]=[CH:16][CH:17]=1, predict the reactants needed to synthesize it. The reactants are: [CH3:1][C:2]1[NH:6][N:5]=[C:4]([CH2:7][C:8]([OH:10])=O)[N:3]=1.[CH2:11]([C@@H:18]1[NH:23][CH2:22][CH2:21][N:20]([C:24]2[CH:29]=[CH:28][C:27]([O:30][CH3:31])=[C:26]([O:32][CH:33]([F:35])[F:34])[CH:25]=2)[CH2:19]1)[C:12]1[CH:17]=[CH:16][CH:15]=[CH:14][CH:13]=1. (3) Given the product [Br:1][C:2]1[S:3][C:4]([C:15]([OH:17])=[O:16])=[C:5]([C:7]2[CH:12]=[CH:11][C:10]([Cl:13])=[CH:9][C:8]=2[Cl:14])[N:6]=1, predict the reactants needed to synthesize it. The reactants are: [Br:1][C:2]1[S:3][C:4]([C:15]([O:17]CC)=[O:16])=[C:5]([C:7]2[CH:12]=[CH:11][C:10]([Cl:13])=[CH:9][C:8]=2[Cl:14])[N:6]=1.[OH-].[Na+]. (4) Given the product [CH:23]1([NH:22][C:20]2[CH:19]=[C:18]([C:27]3[CH:28]=[CH:29][CH:30]=[CH:31][CH:32]=3)[N:17]=[C:16]([NH:15][C:12]3[CH:11]=[CH:10][C:9]([C:5]4([C:3]([OH:4])=[O:2])[CH2:6][CH2:7][CH2:8]4)=[CH:14][CH:13]=3)[N:21]=2)[CH2:26][CH2:25][CH2:24]1, predict the reactants needed to synthesize it. The reactants are: C[O:2][C:3]([C:5]1([C:9]2[CH:14]=[CH:13][C:12]([NH:15][C:16]3[N:21]=[C:20]([NH:22][CH:23]4[CH2:26][CH2:25][CH2:24]4)[CH:19]=[C:18]([C:27]4[CH:32]=[CH:31][CH:30]=[CH:29][CH:28]=4)[N:17]=3)=[CH:11][CH:10]=2)[CH2:8][CH2:7][CH2:6]1)=[O:4].[OH-].[Na+]. (5) Given the product [C:100]([O:99][C@@H:77]([C:78]1[C:79]([C:92]2[CH:93]=[CH:94][C:95]([Cl:98])=[CH:96][CH:97]=2)=[C:80]2[C:85](=[CH:86][C:87]=1[CH3:88])[N:84]=[C:83]([CH:89]1[CH2:91][CH2:90]1)[CH:82]=[CH:81]2)[CH2:76][OH:75])([CH3:103])([CH3:101])[CH3:102], predict the reactants needed to synthesize it. The reactants are: C(O[C@@H](C1C(C2C=CC(Cl)=CC=2)=C2C(=CC=1C)N=C(C=C)C=C2)CO)(C)(C)C.C(OC[C@@H](OC(C)(C)C)C1C(C2C=CC(Cl)=CC=2)=C2C(=CC=1C)N=C(OS(C(F)(F)F)(=O)=O)C=C2)(=O)C(C)(C)C.C([O:75][CH2:76][C@@H:77]([O:99][C:100]([CH3:103])([CH3:102])[CH3:101])[C:78]1[C:79]([C:92]2[CH:97]=[CH:96][C:95]([Cl:98])=[CH:94][CH:93]=2)=[C:80]2[C:85](=[CH:86][C:87]=1[CH3:88])[N:84]=[C:83]([CH:89]1[CH2:91][CH2:90]1)[CH:82]=[CH:81]2)(=O)C(C)(C)C.